This data is from Reaction yield outcomes from USPTO patents with 853,638 reactions. The task is: Predict the reaction yield, written as a fraction of the theoretical maximum amount of product (1.0 means a 100% yield; for example, 0.34 means a 34% yield). (1) The reactants are FC(F)(F)C(O)=O.[NH2:8][C@H:9]([CH2:29][C:30]1[CH:35]=[CH:34][C:33]([O:36][CH3:37])=[CH:32][CH:31]=1)[C:10]([N:12]1[CH2:17][CH2:16][C:15]([CH:23]2[CH2:28][CH2:27][CH2:26][CH2:25][CH2:24]2)([C:18]([O:20][CH2:21][CH3:22])=[O:19])[CH2:14][CH2:13]1)=[O:11].C(N(C(C)C)CC)(C)C.N1C=CC=CC=1O[C:54](=[S:62])OC1C=CC=CN=1. The catalyst is C(Cl)Cl. The product is [CH:23]1([C:15]2([C:18]([O:20][CH2:21][CH3:22])=[O:19])[CH2:16][CH2:17][N:12]([C:10](=[O:11])[C@H:9]([N:8]=[C:54]=[S:62])[CH2:29][C:30]3[CH:35]=[CH:34][C:33]([O:36][CH3:37])=[CH:32][CH:31]=3)[CH2:13][CH2:14]2)[CH2:28][CH2:27][CH2:26][CH2:25][CH2:24]1. The yield is 0.880. (2) The reactants are C[O:2][C:3]([C:5]1[C:13]([NH:14][C:15]2[CH:20]=[CH:19][C:18]([Br:21])=[CH:17][C:16]=2[Cl:22])=[C:12]([F:23])[C:8]2[N:9]=[CH:10][NH:11][C:7]=2[CH:6]=1)=[O:4].[OH-].[Na+]. The catalyst is CCO.C(OCC)(=O)C.O.Cl. The product is [Br:21][C:18]1[CH:19]=[CH:20][C:15]([NH:14][C:13]2[C:5]([C:3]([OH:4])=[O:2])=[CH:6][C:7]3[NH:11][CH:10]=[N:9][C:8]=3[C:12]=2[F:23])=[C:16]([Cl:22])[CH:17]=1. The yield is 0.390. (3) The reactants are [C:1]1([CH:7](O)[CH:8]=[CH:9][CH3:10])[CH:6]=[CH:5][CH:4]=[CH:3][CH:2]=1.Cl.CC[O:15]CC.C(=O)(O)[O-].[Na+]. The catalyst is O1CCOCC1. The product is [C:1]1([CH:7]=[CH:8][CH:9]([OH:15])[CH3:10])[CH:6]=[CH:5][CH:4]=[CH:3][CH:2]=1. The yield is 0.968. (4) The reactants are S[C:2]1[N:3]=[C:4]([OH:12])[C:5]2[C@H:10]([CH3:11])[CH2:9][CH2:8][C:6]=2[N:7]=1.[NH4+].[OH-]. The catalyst is O.[Ni]. The product is [CH3:11][C@H:10]1[C:5]2[C:4]([OH:12])=[N:3][CH:2]=[N:7][C:6]=2[CH2:8][CH2:9]1. The yield is 0.990. (5) The reactants are [N:1]([C:4]1[C:13]([S:14][CH2:15][C:16]2[CH:21]=[CH:20][C:19]([O:22][CH3:23])=[CH:18][CH:17]=2)=[CH:12][C:7]([C:8]([O:10][CH3:11])=[O:9])=[C:6]([NH:24][C:25]2[CH:30]=[CH:29][CH:28]=[CH:27][C:26]=2[F:31])[C:5]=1[F:32])=[N+]=[N-].[H][H]. The catalyst is CO.[Pd]. The product is [NH2:1][C:4]1[C:13]([S:14][CH2:15][C:16]2[CH:17]=[CH:18][C:19]([O:22][CH3:23])=[CH:20][CH:21]=2)=[CH:12][C:7]([C:8]([O:10][CH3:11])=[O:9])=[C:6]([NH:24][C:25]2[CH:30]=[CH:29][CH:28]=[CH:27][C:26]=2[F:31])[C:5]=1[F:32]. The yield is 0.981. (6) The reactants are [F:1][C:2]1[C:7]([CH2:8][N:9]2[CH:13]=[CH:12][C:11]([NH:14][C:15]3[S:16][C:17]([C:20]([OH:28])([C:22]4[S:23][CH:24]=[C:25]([CH3:27])[N:26]=4)[CH3:21])=[N:18][N:19]=3)=[N:10]2)=[CH:6][CH:5]=[CH:4][C:3]=1[NH:29]C(=O)OCC.[F-].C([N+](CCCC)(CCCC)CCCC)CCC. The catalyst is C1COCC1. The product is [NH2:29][C:3]1[C:2]([F:1])=[C:7]([CH2:8][N:9]2[CH:13]=[CH:12][C:11]([NH:14][C:15]3[S:16][C:17]([C:20]([C:22]4[S:23][CH:24]=[C:25]([CH3:27])[N:26]=4)([OH:28])[CH3:21])=[N:18][N:19]=3)=[N:10]2)[CH:6]=[CH:5][CH:4]=1. The yield is 0.150. (7) The reactants are C([O:3][C:4](=[O:27])[C:5]([CH3:26])([CH3:25])[CH2:6][CH2:7][CH:8]([C:18]1[CH:23]=[CH:22][CH:21]=[CH:20][C:19]=1[Cl:24])[N:9]1[CH2:14][CH2:13][C:12]2[S:15][CH:16]=[CH:17][C:11]=2[CH2:10]1)C.C(O)C.[OH-].[K+]. The catalyst is O. The product is [ClH:24].[Cl:24][C:19]1[CH:20]=[CH:21][CH:22]=[CH:23][C:18]=1[CH:8]([N:9]1[CH2:14][CH2:13][C:12]2[S:15][CH:16]=[CH:17][C:11]=2[CH2:10]1)[CH2:7][CH2:6][C:5]([CH3:25])([CH3:26])[C:4]([OH:27])=[O:3]. The yield is 0.696. (8) The reactants are Br[C:2]1[C:14]2[C:13]3[C:8](=[CH:9][C:10]([C:15]([OH:18])([CH3:17])[CH3:16])=[CH:11][CH:12]=3)[NH:7][C:6]=2[C:5]([C:19]([NH2:21])=[O:20])=[CH:4][C:3]=1[Cl:22].[F:23][C:24]1[C:33]2[N:28]([C:29](=[O:51])[N:30]([C:35]3[CH:40]=[CH:39][CH:38]=[C:37](B4OC(C)(C)C(C)(C)O4)[C:36]=3[CH3:50])[C:31](=[O:34])[CH:32]=2)[CH:27]=[CH:26][CH:25]=1.C([O-])([O-])=O.[Cs+].[Cs+]. The catalyst is C1COCC1.O.C1C=CC(P(C2C=CC=CC=2)[C-]2C=CC=C2)=CC=1.C1C=CC(P(C2C=CC=CC=2)[C-]2C=CC=C2)=CC=1.Cl[Pd]Cl.[Fe+2].C(Cl)Cl. The product is [Cl:22][C:3]1[CH:4]=[C:5]([C:19]([NH2:21])=[O:20])[C:6]2[NH:7][C:8]3[C:13]([C:14]=2[C:2]=1[C:37]1[CH:38]=[CH:39][CH:40]=[C:35]([N:30]2[C:31](=[O:34])[CH:32]=[C:33]4[C:24]([F:23])=[CH:25][CH:26]=[CH:27][N:28]4[C:29]2=[O:51])[C:36]=1[CH3:50])=[CH:12][CH:11]=[C:10]([C:15]([OH:18])([CH3:17])[CH3:16])[CH:9]=3. The yield is 0.430.